From a dataset of Peptide-MHC class II binding affinity with 134,281 pairs from IEDB. Regression. Given a peptide amino acid sequence and an MHC pseudo amino acid sequence, predict their binding affinity value. This is MHC class II binding data. (1) The peptide sequence is IGPEAAEAAAAAPAA. The MHC is HLA-DPA10201-DPB10101 with pseudo-sequence HLA-DPA10201-DPB10101. The binding affinity (normalized) is 0.269. (2) The peptide sequence is AAVGATPEAKFDSFV. The binding affinity (normalized) is 0.459. The MHC is HLA-DQA10301-DQB10302 with pseudo-sequence HLA-DQA10301-DQB10302. (3) The peptide sequence is EETPLLTKFVAAALH. The MHC is DRB1_0101 with pseudo-sequence DRB1_0101. The binding affinity (normalized) is 0.596. (4) The peptide sequence is IAFFRKEPLKECGGI. The MHC is HLA-DPA10201-DPB10501 with pseudo-sequence HLA-DPA10201-DPB10501. The binding affinity (normalized) is 0.572. (5) The peptide sequence is ALISKYAGINVLN. The MHC is DRB4_0101 with pseudo-sequence DRB4_0103. The binding affinity (normalized) is 0.0446. (6) The peptide sequence is TITVYAVTYYKEADY. The MHC is DRB3_0202 with pseudo-sequence DRB3_0202. The binding affinity (normalized) is 0.119. (7) The peptide sequence is EKVYLAWVPAHKGIG. The MHC is DRB1_0401 with pseudo-sequence DRB1_0401. The binding affinity (normalized) is 0.794. (8) The MHC is DRB1_0101 with pseudo-sequence DRB1_0101. The binding affinity (normalized) is 0.346. The peptide sequence is EQMKKFTGKDIDCQH. (9) The peptide sequence is YRKILRQRKIDRLID. The MHC is DRB1_1101 with pseudo-sequence DRB1_1101. The binding affinity (normalized) is 0.640. (10) The peptide sequence is SVAGRVDGLELKKLG. The MHC is DRB1_0801 with pseudo-sequence DRB1_0801. The binding affinity (normalized) is 0.308.